From a dataset of Catalyst prediction with 721,799 reactions and 888 catalyst types from USPTO. Predict which catalyst facilitates the given reaction. Reactant: Cl.[Cl:2]C1C=C(C=CC=1)OC1C=C(C=CC=1OC)CC1C=CC(NS(C)(=O)=O)=NC=1.[Cl:30][C:31]1[CH:32]=[C:33]([CH:51]=[CH:52][CH:53]=1)[O:34][C:35]1[CH:36]=[C:37]([CH:46]=[CH:47][C:48]=1[O:49][CH3:50])[CH2:38][C:39]1[CH:40]=[CH:41][C:42]([NH2:45])=[N:43][CH:44]=1.CS(Cl)(=O)=O. Product: [ClH:2].[Cl:30][C:31]1[CH:32]=[C:33]([CH:51]=[CH:52][CH:53]=1)[O:34][C:35]1[CH:36]=[C:37]([CH:46]=[CH:47][C:48]=1[O:49][CH3:50])[CH2:38][C:39]1[CH:40]=[CH:41][C:42]([NH2:45])=[N:43][CH:44]=1. The catalyst class is: 17.